From a dataset of Reaction yield outcomes from USPTO patents with 853,638 reactions. Predict the reaction yield, written as a fraction of the theoretical maximum amount of product (1.0 means a 100% yield; for example, 0.34 means a 34% yield). (1) The reactants are Cl[C:2]1[N:7]=[CH:6][N:5]=[C:4]([NH:8][C@H:9]2[CH2:13][C@H:12]([OH:14])[C@@H:11]([CH2:15][OH:16])[CH2:10]2)[CH:3]=1.[NH2:17][C@@H:18]1[C:26]2[C:21](=[CH:22][CH:23]=[CH:24][CH:25]=2)[CH2:20][CH2:19]1. The catalyst is C(O)CCC. The product is [C@@H:18]1([NH:17][C:2]2[N:7]=[CH:6][N:5]=[C:4]([NH:8][C@H:9]3[CH2:13][C@H:12]([OH:14])[C@@H:11]([CH2:15][OH:16])[CH2:10]3)[CH:3]=2)[C:26]2[C:21](=[CH:22][CH:23]=[CH:24][CH:25]=2)[CH2:20][CH2:19]1. The yield is 0.730. (2) The reactants are Cl.[NH2:2][OH:3].C[O-].[Na+].CO.CO[C:11](=[O:43])[C@@H:12]([NH:19][C:20](=[O:42])[C:21]1[CH:26]=[CH:25][C:24]([C:27]#[C:28][C:29]2[CH:34]=[CH:33][C:32]([CH2:35][N:36]3[CH2:41][CH2:40][O:39][CH2:38][CH2:37]3)=[CH:31][CH:30]=2)=[CH:23][CH:22]=1)[CH:13]1[CH2:18][CH2:17][NH:16][CH2:15][CH2:14]1.Cl. The catalyst is CO.C1COCC1.CO. The product is [OH:3][NH:2][C:11]([C@H:12]([CH:13]1[CH2:18][CH2:17][NH:16][CH2:15][CH2:14]1)[NH:19][C:20](=[O:42])[C:21]1[CH:26]=[CH:25][C:24]([C:27]#[C:28][C:29]2[CH:30]=[CH:31][C:32]([CH2:35][N:36]3[CH2:41][CH2:40][O:39][CH2:38][CH2:37]3)=[CH:33][CH:34]=2)=[CH:23][CH:22]=1)=[O:43]. The yield is 0.0560. (3) The reactants are [F:1][C:2]1[CH:3]=[CH:4][C:5]2[O:9][C:8]([CH2:11][OH:12])(C)[CH2:7][C:6]=2[CH:13]=1.C(N(CC)CC)C.[C:21](OC(=O)C)(=[O:23])[CH3:22]. The catalyst is C(Cl)Cl.CN(C1C=CN=CC=1)C. The product is [C:21]([O:12][CH2:11][CH:8]1[CH2:7][C:6]2[CH:13]=[C:2]([F:1])[CH:3]=[CH:4][C:5]=2[O:9]1)(=[O:23])[CH3:22]. The yield is 0.800.